From a dataset of Reaction yield outcomes from USPTO patents with 853,638 reactions. Predict the reaction yield, written as a fraction of the theoretical maximum amount of product (1.0 means a 100% yield; for example, 0.34 means a 34% yield). (1) The reactants are [ClH:1].C(OC(=O)[NH:8][CH2:9][CH2:10][CH2:11][CH2:12][C:13]1[CH:18]=[CH:17][C:16]([C:19](=[NH:21])[NH2:20])=[CH:15][CH:14]=1)(C)(C)C.C(Cl)[Cl:24].CO. The catalyst is CO. The product is [ClH:24].[ClH:1].[NH2:8][CH2:9][CH2:10][CH2:11][CH2:12][C:13]1[CH:18]=[CH:17][C:16]([C:19]([NH2:21])=[NH:20])=[CH:15][CH:14]=1. The yield is 0.940. (2) The reactants are [Cl:1][C:2]1[C:3]2[CH:13]=[CH:12][C:11](=[O:14])[N:10]([C:15]3[C:20]([F:21])=[CH:19][CH:18]=[CH:17][C:16]=3[F:22])[C:4]=2[N:5]=[C:6]([S:8][CH3:9])[N:7]=1.C1C=C(Cl)C=C(C(OO)=[O:31])C=1.CCCCCC.C(OCC)(=O)C. The catalyst is ClCCl. The product is [Cl:1][C:2]1[C:3]2[CH:13]=[CH:12][C:11](=[O:14])[N:10]([C:15]3[C:16]([F:22])=[CH:17][CH:18]=[CH:19][C:20]=3[F:21])[C:4]=2[N:5]=[C:6]([S:8]([CH3:9])=[O:31])[N:7]=1. The yield is 0.890. (3) The reactants are [C:1]([C:3]1[C:4]([C:9]2[CH:14]=[CH:13][CH:12]=[CH:11][CH:10]=2)=[N:5][O:6][C:7]=1[CH3:8])#[CH:2].I[C:16]1[CH:21]=[CH:20][C:19]([S:22]([NH2:25])(=[O:24])=[O:23])=[CH:18][CH:17]=1. No catalyst specified. The product is [CH3:8][C:7]1[O:6][N:5]=[C:4]([C:9]2[CH:14]=[CH:13][CH:12]=[CH:11][CH:10]=2)[C:3]=1[C:1]#[C:2][C:16]1[CH:21]=[CH:20][C:19]([S:22]([NH2:25])(=[O:24])=[O:23])=[CH:18][CH:17]=1. The yield is 0.710. (4) The reactants are C(OC(=O)[NH:7][C:8]([CH3:48])([CH3:47])[C:9]([N:11]1[CH2:16][CH2:15][CH:14]([C:17]2[CH:22]=[CH:21][C:20]([NH:23][C:24]([C:26]3[N:27](COCC[Si](C)(C)C)[CH:28]=[C:29]([C:31]#[N:32])[N:30]=3)=[O:25])=[C:19]([C:41]3[CH2:46][CH2:45][CH2:44][CH2:43][CH:42]=3)[CH:18]=2)[CH2:13][CH2:12]1)=[O:10])(C)(C)C.[C:50]([OH:56])([C:52]([F:55])([F:54])[F:53])=[O:51]. The catalyst is C(Cl)Cl.CCO. The product is [F:53][C:52]([F:55])([F:54])[C:50]([OH:56])=[O:51].[NH2:7][C:8]([CH3:48])([CH3:47])[C:9]([N:11]1[CH2:16][CH2:15][CH:14]([C:17]2[CH:22]=[CH:21][C:20]([NH:23][C:24]([C:26]3[NH:30][C:29]([C:31]#[N:32])=[CH:28][N:27]=3)=[O:25])=[C:19]([C:41]3[CH2:46][CH2:45][CH2:44][CH2:43][CH:42]=3)[CH:18]=2)[CH2:13][CH2:12]1)=[O:10]. The yield is 0.290. (5) The reactants are [C:1]1([S:7][C:8]2[CH:21]=[CH:20][C:19]3[S:18][C:17]4[C:12](=[CH:13][CH:14]=[CH:15][CH:16]=4)[C:11](=[O:22])[C:10]=3[CH:9]=2)[CH:6]=[CH:5][CH:4]=[CH:3][CH:2]=1.C(#N)C.S(=O)(=O)(O)[OH:27].OO. The catalyst is O. The product is [C:1]1([S:7]([C:8]2[CH:21]=[CH:20][C:19]3[S:18][C:17]4[C:12](=[CH:13][CH:14]=[CH:15][CH:16]=4)[C:11](=[O:22])[C:10]=3[CH:9]=2)=[O:27])[CH:2]=[CH:3][CH:4]=[CH:5][CH:6]=1. The yield is 0.830. (6) The reactants are Br[C:2]1[CH:3]=[N:4][CH:5]=[C:6]([Br:8])[CH:7]=1.[NH:9]1[CH2:14][CH2:13][CH:12]([C:15]([O:17][CH2:18][CH3:19])=[O:16])[CH2:11][CH2:10]1.C(=O)([O-])[O-].[Cs+].[Cs+]. No catalyst specified. The product is [Br:8][C:6]1[CH:7]=[C:2]([N:9]2[CH2:14][CH2:13][CH:12]([C:15]([O:17][CH2:18][CH3:19])=[O:16])[CH2:11][CH2:10]2)[CH:3]=[N:4][CH:5]=1. The yield is 0.120. (7) The product is [C:27]1([C:2]2[CH:10]=[C:9]3[C:5]([C:6]([CH:19]=[CH:20][C:21]4[CH:26]=[CH:25][CH:24]=[CH:23][CH:22]=4)=[N:7][N:8]3[CH2:11][O:12][CH2:13][CH2:14][Si:15]([CH3:18])([CH3:17])[CH3:16])=[CH:4][CH:3]=2)[CH:32]=[CH:31][CH:30]=[CH:29][CH:28]=1. The yield is 0.810. The catalyst is O1CCOCC1.C(OCC)(=O)C.C1C=CC([P]([Pd]([P](C2C=CC=CC=2)(C2C=CC=CC=2)C2C=CC=CC=2)([P](C2C=CC=CC=2)(C2C=CC=CC=2)C2C=CC=CC=2)[P](C2C=CC=CC=2)(C2C=CC=CC=2)C2C=CC=CC=2)(C2C=CC=CC=2)C2C=CC=CC=2)=CC=1. The reactants are I[C:2]1[CH:10]=[C:9]2[C:5]([C:6]([CH:19]=[CH:20][C:21]3[CH:26]=[CH:25][CH:24]=[CH:23][CH:22]=3)=[N:7][N:8]2[CH2:11][O:12][CH2:13][CH2:14][Si:15]([CH3:18])([CH3:17])[CH3:16])=[CH:4][CH:3]=1.[C:27]1(B(O)O)[CH:32]=[CH:31][CH:30]=[CH:29][CH:28]=1.C([O-])([O-])=O.[Na+].[Na+].